Dataset: Full USPTO retrosynthesis dataset with 1.9M reactions from patents (1976-2016). Task: Predict the reactants needed to synthesize the given product. (1) The reactants are: [CH:1]1([N:6]2[C:15]3[N:14]=[C:13]([C:16]4[CH:21]=[CH:20][N:19]=[C:18](F)[CH:17]=4)[N:12]=[CH:11][C:10]=3[N:9]([CH3:23])[C:8](=[O:24])[C@H:7]2[CH2:25][CH3:26])[CH2:5][CH2:4][CH2:3][CH2:2]1.[CH3:27][NH2:28]. Given the product [CH:1]1([N:6]2[C:15]3[N:14]=[C:13]([C:16]4[CH:21]=[CH:20][N:19]=[C:18]([NH:28][CH3:27])[CH:17]=4)[N:12]=[CH:11][C:10]=3[N:9]([CH3:23])[C:8](=[O:24])[C@H:7]2[CH2:25][CH3:26])[CH2:5][CH2:4][CH2:3][CH2:2]1, predict the reactants needed to synthesize it. (2) The reactants are: C(OC([N:8]1[CH2:13][CH2:12][C@@H:11]([S:14]([CH3:17])(=[O:16])=[O:15])[C@H:10]([F:18])[CH2:9]1)=O)(C)(C)C.FC(F)(F)C(O)=O.C1(C)C=CC=CC=1. Given the product [F:18][C@H:10]1[C@H:11]([S:14]([CH3:17])(=[O:15])=[O:16])[CH2:12][CH2:13][NH:8][CH2:9]1, predict the reactants needed to synthesize it. (3) The reactants are: [F:1][C:2]1[CH:7]=[C:6]([N+:8]([O-])=O)[CH:5]=[CH:4][C:3]=1[O:11][CH:12]1[CH2:17][CH2:16][N:15]([CH2:18][CH2:19][S:20]([CH3:23])(=[O:22])=[O:21])[CH2:14][CH2:13]1.[BH4-].[Na+]. Given the product [F:1][C:2]1[CH:7]=[C:6]([NH2:8])[CH:5]=[CH:4][C:3]=1[O:11][CH:12]1[CH2:17][CH2:16][N:15]([CH2:18][CH2:19][S:20]([CH3:23])(=[O:22])=[O:21])[CH2:14][CH2:13]1, predict the reactants needed to synthesize it. (4) Given the product [I:1][CH2:28][C:29]1[N:30]=[C:31]([CH:34]2[CH2:39][CH2:38][N:37]([C:40]([O:42][C:43]([CH3:46])([CH3:45])[CH3:44])=[O:41])[CH2:36][CH2:35]2)[S:32][CH:33]=1, predict the reactants needed to synthesize it. The reactants are: [I:1]I.C1(P(C2C=CC=CC=2)C2C=CC=CC=2)C=CC=CC=1.N1C=CN=C1.O[CH2:28][C:29]1[N:30]=[C:31]([CH:34]2[CH2:39][CH2:38][N:37]([C:40]([O:42][C:43]([CH3:46])([CH3:45])[CH3:44])=[O:41])[CH2:36][CH2:35]2)[S:32][CH:33]=1. (5) Given the product [OH:1][CH2:2][CH:3]1[NH:4][CH2:5][CH2:6][N:7]([C:9]([O:11][CH2:12][C:13]2[CH:18]=[CH:17][CH:16]=[CH:15][CH:14]=2)=[O:10])[CH2:8]1, predict the reactants needed to synthesize it. The reactants are: [OH:1][CH2:2][CH:3]1[CH2:8][N:7]([C:9]([O:11][CH2:12][C:13]2[CH:18]=[CH:17][CH:16]=[CH:15][CH:14]=2)=[O:10])[CH2:6][CH2:5][N:4]1C(OC(C)(C)C)=O.FC(F)(F)C(O)=O.